The task is: Predict the product of the given reaction.. This data is from Forward reaction prediction with 1.9M reactions from USPTO patents (1976-2016). (1) Given the reactants [CH3:1][O:2][N:3]1[CH2:8][CH2:7][C:6](=O)[CH2:5][CH2:4]1.[CH3:10][NH2:11].Cl.[CH3:13][NH2:14].[C-]#N.[K+], predict the reaction product. The product is: [CH3:1][O:2][N:3]1[CH2:8][CH2:7][C:6]([NH:14][CH3:13])([C:10]#[N:11])[CH2:5][CH2:4]1. (2) Given the reactants Br[C:2]1[CH:3]=[C:4]([CH2:8][NH:9][CH3:10])[CH:5]=[CH:6][CH:7]=1.[C:11]([N:14]1[C:23]2[C:18](=[CH:19][C:20](B3OC(C)(C)C(C)(C)O3)=[CH:21][CH:22]=2)[C@H:17]([NH:33][C:34](=[O:39])[O:35][CH:36]([CH3:38])[CH3:37])[CH2:16][C@@H:15]1[CH3:40])(=[O:13])[CH3:12].C(=O)([O-])[O-].[K+].[K+].[ClH:47], predict the reaction product. The product is: [ClH:47].[C:11]([N:14]1[C:23]2[C:18](=[CH:19][C:20]([C:2]3[CH:7]=[CH:6][CH:5]=[C:4]([CH2:8][NH:9][CH3:10])[CH:3]=3)=[CH:21][CH:22]=2)[C@H:17]([NH:33][C:34](=[O:39])[O:35][CH:36]([CH3:38])[CH3:37])[CH2:16][C@@H:15]1[CH3:40])(=[O:13])[CH3:12]. (3) Given the reactants [CH2:1]1[C:5]2([CH2:10][CH2:9][NH:8][CH2:7][CH2:6]2)[CH2:4][CH2:3][N:2]1[C:11]([O:13][C:14]([CH3:17])([CH3:16])[CH3:15])=[O:12].[C:18]1(=O)[CH2:21][CH2:20][CH2:19]1.C(O[BH-](OC(=O)C)OC(=O)C)(=O)C.[Na+].[OH-].[Na+], predict the reaction product. The product is: [CH:18]1([N:8]2[CH2:7][CH2:6][C:5]3([CH2:1][N:2]([C:11]([O:13][C:14]([CH3:17])([CH3:16])[CH3:15])=[O:12])[CH2:3][CH2:4]3)[CH2:10][CH2:9]2)[CH2:21][CH2:20][CH2:19]1. (4) Given the reactants [Br:1][C:2]1[CH:11]=[CH:10][C:9]2[O:8][C@@H:7]3[CH2:12][CH2:13][O:14][CH2:15][C@H:6]3[C:5]3([C:19](=[O:20])[N:18]([CH3:21])[C:17](=O)[NH:16]3)[C:4]=2[CH:3]=1.COC1C=CC(P2(SP(C3C=CC(OC)=CC=3)(=S)S2)=[S:32])=CC=1, predict the reaction product. The product is: [Br:1][C:2]1[CH:11]=[CH:10][C:9]2[O:8][C@@H:7]3[CH2:12][CH2:13][O:14][CH2:15][C@H:6]3[C:5]3([C:19](=[O:20])[N:18]([CH3:21])[C:17](=[S:32])[NH:16]3)[C:4]=2[CH:3]=1. (5) Given the reactants [CH3:1][N:2]1[C:6]([CH:7]=[CH:8][C:9]2[CH:14]=[CH:13][CH:12]=[CH:11][CH:10]=2)=[CH:5][CH:4]=[N:3]1, predict the reaction product. The product is: [CH3:1][N:2]1[C:6]([CH2:7][CH2:8][C:9]2[CH:14]=[CH:13][CH:12]=[CH:11][CH:10]=2)=[CH:5][CH:4]=[N:3]1. (6) Given the reactants [NH2:1][C:2]1[CH:11]=[CH:10][C:5]([C:6]([O:8][CH3:9])=[O:7])=[C:4]([Cl:12])[C:3]=1[I:13].N[C:15]1[C:24](I)=CC(C(OC)=O)=C(Cl)[CH:16]=1.NC1C(CCC)=CC(C(OC)=O)=C(Cl)C=1, predict the reaction product. The product is: [NH2:1][C:2]1[C:11]([CH2:16][CH2:15][CH3:24])=[CH:10][C:5]([C:6]([O:8][CH3:9])=[O:7])=[C:4]([Cl:12])[C:3]=1[I:13].